Dataset: Forward reaction prediction with 1.9M reactions from USPTO patents (1976-2016). Task: Predict the product of the given reaction. (1) Given the reactants Cl.[C:2](Cl)(=[O:9])[C:3]1[CH:8]=[CH:7][CH:6]=[N:5][CH:4]=1.[CH:11]1([CH2:14][N:15]2[CH2:21][CH2:20][CH:19]3[CH2:22][NH:23][CH2:24][CH2:25][N:18]3[C:17]3[N:26]=[CH:27][CH:28]=[CH:29][C:16]2=3)[CH2:13][CH2:12]1.C(N(CC)CC)C, predict the reaction product. The product is: [CH:11]1([CH2:14][N:15]2[CH2:21][CH2:20][CH:19]3[CH2:22][N:23]([C:2]([C:3]4[CH:4]=[N:5][CH:6]=[CH:7][CH:8]=4)=[O:9])[CH2:24][CH2:25][N:18]3[C:17]3[N:26]=[CH:27][CH:28]=[CH:29][C:16]2=3)[CH2:12][CH2:13]1. (2) Given the reactants Cl.[F:2][C:3]1([F:10])[CH2:8][CH2:7][CH:6]([NH2:9])[CH2:5][CH2:4]1.[OH-].[Na+].[CH:13](Cl)(Cl)Cl.C(Cl)Cl, predict the reaction product. The product is: [F:2][C:3]1([F:10])[CH2:8][CH2:7][CH:6]([N+:9]#[C-:13])[CH2:5][CH2:4]1. (3) Given the reactants C([O:5][C:6]([C:8]1[C:17]2[C:12](=[C:13]([F:20])[CH:14]=[C:15]([O:18][CH3:19])[CH:16]=2)[N:11]=[CH:10][CH:9]=1)=[CH2:7])CCC.[Br:21]N1C(=O)CCC1=O, predict the reaction product. The product is: [Br:21][CH2:5][C:6]([C:8]1[C:17]2[C:12](=[C:13]([F:20])[CH:14]=[C:15]([O:18][CH3:19])[CH:16]=2)[N:11]=[CH:10][CH:9]=1)=[O:7]. (4) Given the reactants [OH:1][C:2]1[CH:30]=[CH:29][C:5]2[C:6]([CH:9]3[CH2:14][CH2:13][N:12]([CH2:15][CH2:16][C:17]4[C:22](=[O:23])[N:21]5[CH2:24][CH2:25][CH2:26][CH2:27][C:20]5=[N:19][C:18]=4[CH3:28])[CH2:11][CH2:10]3)=[N:7][O:8][C:4]=2[CH:3]=1.C(=O)([O-])[O-].[K+].[K+].Br[CH2:38][CH2:39][NH:40]C(=O)OCC.C(O)(C)C.Cl, predict the reaction product. The product is: [NH2:40][CH2:39][CH2:38][O:1][C:2]1[CH:30]=[CH:29][C:5]2[C:6]([CH:9]3[CH2:14][CH2:13][N:12]([CH2:15][CH2:16][C:17]4[C:22](=[O:23])[N:21]5[CH2:24][CH2:25][CH2:26][CH2:27][C:20]5=[N:19][C:18]=4[CH3:28])[CH2:11][CH2:10]3)=[N:7][O:8][C:4]=2[CH:3]=1. (5) Given the reactants [CH3:1][O:2][C:3]1[CH:23]=[CH:22][CH:21]=[CH:20][C:4]=1[CH2:5][N:6]1[C:15]2[C:10](=[CH:11][CH:12]=[CH:13][N:14]=2)[CH:9]=[C:8]([C:16](O)=[O:17])[C:7]1=[O:19].C(Cl)(=O)C([Cl:27])=O.CN(C)C=O, predict the reaction product. The product is: [CH3:1][O:2][C:3]1[CH:23]=[CH:22][CH:21]=[CH:20][C:4]=1[CH2:5][N:6]1[C:15]2[C:10](=[CH:11][CH:12]=[CH:13][N:14]=2)[CH:9]=[C:8]([C:16]([Cl:27])=[O:17])[C:7]1=[O:19]. (6) Given the reactants [CH3:1][NH:2][C:3]1[CH:8]=[C:7]([NH:9][C:10]2[CH:15]=[CH:14][CH:13]=[C:12]([C:16]([F:19])([F:18])[F:17])[CH:11]=2)[N:6]=[CH:5][N:4]=1.[Cl:20][C:21]1[CH:26]=[CH:25][CH:24]=[C:23]([Cl:27])[C:22]=1[N:28]=[C:29]=[O:30], predict the reaction product. The product is: [Cl:20][C:21]1[CH:26]=[CH:25][CH:24]=[C:23]([Cl:27])[C:22]=1[NH:28][C:29](=[O:30])[N:2]([CH3:1])[C:3]1[CH:8]=[C:7]([NH:9][C:10]2[CH:15]=[CH:14][CH:13]=[C:12]([C:16]([F:19])([F:17])[F:18])[CH:11]=2)[N:6]=[CH:5][N:4]=1. (7) Given the reactants O[C@H](CO)COC1C2C(=CC(OC)=CC=2)C(C2C=CC=CC=2)=C(C#N)N=1.CC1(C)[O:32][C@H:31]([CH2:33][O:34][C:35]2[C:44]3[C:39](=[CH:40][C:41]([O:45][CH:46]([F:48])[F:47])=[CH:42][CH:43]=3)[C:38]([C:49]3[CH:54]=[CH:53][CH:52]=[C:51]([F:55])[CH:50]=3)=[C:37]([C:56]#[N:57])[N:36]=2)[CH2:30][O:29]1, predict the reaction product. The product is: [F:48][CH:46]([F:47])[O:45][C:41]1[CH:40]=[C:39]2[C:44](=[CH:43][CH:42]=1)[C:35]([O:34][CH2:33][C@@H:31]([OH:32])[CH2:30][OH:29])=[N:36][C:37]([C:56]#[N:57])=[C:38]2[C:49]1[CH:54]=[CH:53][CH:52]=[C:51]([F:55])[CH:50]=1. (8) Given the reactants [CH3:1][O:2][CH2:3][C:4](=O)[CH3:5].[CH2:7]([O:9][C:10](=[O:20])[CH2:11][NH:12][CH2:13][C:14]1[CH:19]=[CH:18][CH:17]=[CH:16][CH:15]=1)[CH3:8].C[Si]([C:25]#[N:26])(C)C, predict the reaction product. The product is: [CH2:7]([O:9][C:10](=[O:20])[CH2:11][N:12]([CH2:13][C:14]1[CH:19]=[CH:18][CH:17]=[CH:16][CH:15]=1)[C:4]([C:25]#[N:26])([CH3:5])[CH2:3][O:2][CH3:1])[CH3:8].